Dataset: Full USPTO retrosynthesis dataset with 1.9M reactions from patents (1976-2016). Task: Predict the reactants needed to synthesize the given product. (1) Given the product [Cl:17][C:12]1[CH:13]=[CH:14][CH:15]=[CH:16][C:11]=1[C:9]1[N:10]=[C:6]2[CH:5]=[CH:4][CH:3]=[C:2]([O:25][CH2:26][CH3:27])[N:7]2[C:8]=1[NH:18][CH:19]1[CH2:24][CH2:23][CH2:22][CH2:21][CH2:20]1, predict the reactants needed to synthesize it. The reactants are: Br[C:2]1[N:7]2[C:8]([NH:18][CH:19]3[CH2:24][CH2:23][CH2:22][CH2:21][CH2:20]3)=[C:9]([C:11]3[CH:16]=[CH:15][CH:14]=[CH:13][C:12]=3[Cl:17])[N:10]=[C:6]2[CH:5]=[CH:4][CH:3]=1.[O-:25][CH2:26][CH3:27].[Na+]. (2) Given the product [N:1]1[C:2]2[N:3]([C:14]3[CH:20]=[CH:19][CH:18]=[CH:17][C:15]=3[N:16]=2)[C:4]([C:7]2[CH:8]=[CH:9][C:10]([NH:11][C:21](=[O:22])[O:23][C:24]([CH3:27])([CH3:26])[CH3:25])=[CH:12][CH:13]=2)=[CH:5][CH:6]=1, predict the reactants needed to synthesize it. The reactants are: [N:1]1[C:2]2[N:3]([C:14]3[CH:20]=[CH:19][CH:18]=[CH:17][C:15]=3[N:16]=2)[C:4]([C:7]2[CH:13]=[CH:12][C:10]([NH2:11])=[CH:9][CH:8]=2)=[CH:5][CH:6]=1.[C:21](O[C:21]([O:23][C:24]([CH3:27])([CH3:26])[CH3:25])=[O:22])([O:23][C:24]([CH3:27])([CH3:26])[CH3:25])=[O:22].